This data is from Full USPTO retrosynthesis dataset with 1.9M reactions from patents (1976-2016). The task is: Predict the reactants needed to synthesize the given product. (1) Given the product [Br:15][CH2:12][C:3]1[C:4]([C:8]([F:11])([F:10])[F:9])=[N:5][N:6]([CH3:7])[C:2]=1[F:1], predict the reactants needed to synthesize it. The reactants are: [F:1][C:2]1[N:6]([CH3:7])[N:5]=[C:4]([C:8]([F:11])([F:10])[F:9])[C:3]=1[CH:12]=O.P(Br)(Br)[Br:15].O. (2) Given the product [C:1]([O:5][C:6](=[O:25])[NH:7][C@H:8]([C:10]1[N:20]([CH:21]2[CH2:23][CH2:22]2)[C:13]2[C:14]([Br:19])=[C:15]([F:18])[CH:16]=[CH:17][C:12]=2[N:11]=1)[CH3:9])([CH3:4])([CH3:3])[CH3:2], predict the reactants needed to synthesize it. The reactants are: [C:1]([O:5][C:6](=[O:25])[NH:7][C@H:8]([C:10](=O)[NH:11][C:12]1[CH:17]=[CH:16][C:15]([F:18])=[C:14]([Br:19])[C:13]=1[NH:20][CH:21]1[CH2:23][CH2:22]1)[CH3:9])([CH3:4])([CH3:3])[CH3:2]. (3) Given the product [F:21][C@@H:19]1[CH2:20][N:16]([C:14](=[O:15])[CH2:13][NH:12][C:7]23[CH2:6][CH2:5][C:4]([C:1]([NH:24][C:25]4[S:26][CH:27]=[C:28]([CH3:30])[N:29]=4)=[O:3])([CH2:9][CH2:8]2)[CH2:11][CH2:10]3)[C@H:17]([C:22]#[N:23])[CH2:18]1, predict the reactants needed to synthesize it. The reactants are: [C:1]([C:4]12[CH2:11][CH2:10][C:7]([NH:12][CH2:13][C:14]([N:16]3[CH2:20][C@@H:19]([F:21])[CH2:18][C@H:17]3[C:22]#[N:23])=[O:15])([CH2:8][CH2:9]1)[CH2:6][CH2:5]2)([OH:3])=O.[NH2:24][C:25]1[S:26][CH:27]=[C:28]([CH3:30])[N:29]=1.